From a dataset of Forward reaction prediction with 1.9M reactions from USPTO patents (1976-2016). Predict the product of the given reaction. (1) Given the reactants Cl[C:2]1[N:7]=[C:6]([NH:8][C:9]2[N:14]=[CH:13][C:12]3[N:15]=[C:16]([CH3:21])[N:17]([CH:18]([CH3:20])[CH3:19])[C:11]=3[CH:10]=2)[CH:5]=[CH:4][N:3]=1.[F:22][C@H:23]1[C@H:28]([S:29]([CH3:32])(=[O:31])=[O:30])[CH2:27][CH2:26][NH:25][CH2:24]1, predict the reaction product. The product is: [F:22][C@H:23]1[C@H:28]([S:29]([CH3:32])(=[O:30])=[O:31])[CH2:27][CH2:26][N:25]([C:2]2[N:7]=[C:6]([NH:8][C:9]3[N:14]=[CH:13][C:12]4[N:15]=[C:16]([CH3:21])[N:17]([CH:18]([CH3:20])[CH3:19])[C:11]=4[CH:10]=3)[CH:5]=[CH:4][N:3]=2)[CH2:24]1. (2) Given the reactants CS(C)=[O:3].[N:5]1([CH2:10][C@@H:11]2[CH2:15][CH2:14][CH2:13][N:12]2[C:16]([C:18]2[CH:23]=[CH:22][C:21]([C:24]3[S:28][C:27]([C:29]#[N:30])=[CH:26][CH:25]=3)=[CH:20][CH:19]=2)=[O:17])[CH2:9][CH2:8][CH2:7][CH2:6]1.C([O-])([O-])=O.[K+].[K+].OO, predict the reaction product. The product is: [NH3:5].[CH3:16][OH:17].[N:5]1([CH2:10][C@@H:11]2[CH2:15][CH2:14][CH2:13][N:12]2[C:16]([C:18]2[CH:23]=[CH:22][C:21]([C:24]3[S:28][C:27]([C:29]([NH2:30])=[O:3])=[CH:26][CH:25]=3)=[CH:20][CH:19]=2)=[O:17])[CH2:6][CH2:7][CH2:8][CH2:9]1. (3) Given the reactants Br[C:2]1[CH:3]=[C:4]([C:8]2[CH:13]=[C:12]([C:14]([F:17])([F:16])[F:15])[CH:11]=[C:10]([C:18]3[CH:23]=[CH:22][C:21]([C:24]([F:27])([F:26])[F:25])=[CH:20][CH:19]=3)[N:9]=2)[CH:5]=[CH:6][CH:7]=1.[NH2:28][C:29]1[CH:34]=[CH:33][C:32](B2OC(C)(C)C(C)(C)O2)=[CH:31][N:30]=1, predict the reaction product. The product is: [F:16][C:14]([F:15])([F:17])[C:12]1[CH:11]=[C:10]([C:18]2[CH:23]=[CH:22][C:21]([C:24]([F:26])([F:25])[F:27])=[CH:20][CH:19]=2)[N:9]=[C:8]([C:4]2[CH:3]=[C:2]([C:32]3[CH:33]=[CH:34][C:29]([NH2:28])=[N:30][CH:31]=3)[CH:7]=[CH:6][CH:5]=2)[CH:13]=1. (4) Given the reactants [C:1]1([CH:7]([C:30]2[CH:35]=[CH:34][CH:33]=[CH:32][CH:31]=2)[CH2:8][CH2:9][N:10]([CH:24]2[CH2:29][CH2:28][NH:27][CH2:26][CH2:25]2)[C:11]([NH:13][C:14]2[CH:19]=[CH:18][CH:17]=[C:16]([C:20]([F:23])([F:22])[F:21])[CH:15]=2)=[O:12])[CH:6]=[CH:5][CH:4]=[CH:3][CH:2]=1.[C:36]1([N:42]=[C:43]=[O:44])[CH:41]=[CH:40][CH:39]=[CH:38][CH:37]=1, predict the reaction product. The product is: [C:30]1([CH:7]([C:1]2[CH:6]=[CH:5][CH:4]=[CH:3][CH:2]=2)[CH2:8][CH2:9][N:10]([C:11]([NH:13][C:14]2[CH:19]=[CH:18][CH:17]=[C:16]([C:20]([F:21])([F:23])[F:22])[CH:15]=2)=[O:12])[CH:24]2[CH2:25][CH2:26][N:27]([C:43]([NH:42][C:36]3[CH:41]=[CH:40][CH:39]=[CH:38][CH:37]=3)=[O:44])[CH2:28][CH2:29]2)[CH:35]=[CH:34][CH:33]=[CH:32][CH:31]=1. (5) The product is: [Cl:1][C:2]1[CH:3]=[CH:4][C:5]2[N:6]([CH:8]=[C:9]([C:11]([NH:23][CH:20]([CH3:22])[CH3:21])=[O:13])[N:10]=2)[N:7]=1. Given the reactants [Cl:1][C:2]1[CH:3]=[CH:4][C:5]2[N:6]([CH:8]=[C:9]([C:11]([O:13]CC)=O)[N:10]=2)[N:7]=1.C[Al](C)C.[CH:20]([NH2:23])([CH3:22])[CH3:21], predict the reaction product. (6) Given the reactants Cl[C:2]1[C:7]2[C:8](=[O:11])[NH:9][CH2:10][C:6]=2[C:5]([F:12])=[C:4]([NH:13][C@@H:14]2[CH2:19][CH2:18][CH2:17][CH2:16][C@@H:15]2[NH:20][C:21](=[O:27])[O:22][C:23]([CH3:26])([CH3:25])[CH3:24])[N:3]=1.[CH3:28][N:29]1[CH:33]=[C:32](B2OC(C)(C)C(C)(C)O2)[CH:31]=[N:30]1.C(=O)([O-])[O-].[K+].[K+].N[C@H](C(O)=O)CS, predict the reaction product. The product is: [F:12][C:5]1[C:6]2[CH2:10][NH:9][C:8](=[O:11])[C:7]=2[C:2]([C:32]2[CH:31]=[N:30][N:29]([CH3:28])[CH:33]=2)=[N:3][C:4]=1[NH:13][C@@H:14]1[CH2:19][CH2:18][CH2:17][CH2:16][C@@H:15]1[NH:20][C:21](=[O:27])[O:22][C:23]([CH3:26])([CH3:25])[CH3:24]. (7) Given the reactants [O:1]=[C:2]1[NH:10][C:5]2=[N:6][CH:7]=[CH:8][CH:9]=[C:4]2[C@:3]21[CH2:24][C:13]1[CH:14]=[C:15]3[C:20](=[CH:21][C:12]=1[CH2:11]2)[N:19]=[C:18]([CH:22]=[O:23])[CH:17]=[CH:16]3.NC1C=C2C(=CC=1)C[C@]1(C3C(=NC=CC=3)NC1=O)C2, predict the reaction product. The product is: [O:1]=[C:2]1[NH:10][C:5]2=[N:6][CH:7]=[CH:8][CH:9]=[C:4]2[C@@:3]21[CH2:24][C:13]1[CH:14]=[C:15]3[C:20](=[CH:21][C:12]=1[CH2:11]2)[N:19]=[C:18]([CH:22]=[O:23])[CH:17]=[CH:16]3. (8) Given the reactants C([O:7][CH2:8][CH2:9][CH2:10][C@@H:11]1[O:19][C@@H:18]2[C@@:13]([CH2:33][I:34])([O:14][C@@H:15]([CH2:20][C@@H:21]([CH3:32])[C:22]([O:24][S:25]([C:28]([F:31])([F:30])[F:29])(=[O:27])=[O:26])=[CH2:23])[CH2:16][CH2:17]2)[CH2:12]1)(=O)C(C)(C)C.CC(C[AlH]CC(C)C)C.C1(C)C=CC=CC=1, predict the reaction product. The product is: [F:31][C:28]([F:29])([F:30])[S:25]([O:24][C:22]([C@H:21]([CH3:32])[CH2:20][C@@H:15]1[O:14][C@@:13]2([CH2:33][I:34])[CH2:12][C@H:11]([CH2:10][CH2:9][CH2:8][OH:7])[O:19][C@H:18]2[CH2:17][CH2:16]1)=[CH2:23])(=[O:27])=[O:26].